Dataset: Merck oncology drug combination screen with 23,052 pairs across 39 cell lines. Task: Regression. Given two drug SMILES strings and cell line genomic features, predict the synergy score measuring deviation from expected non-interaction effect. (1) Drug 1: CCC1=CC2CN(C1)Cc1c([nH]c3ccccc13)C(C(=O)OC)(c1cc3c(cc1OC)N(C)C1C(O)(C(=O)OC)C(OC(C)=O)C4(CC)C=CCN5CCC31C54)C2. Drug 2: NC(=O)c1cccc2cn(-c3ccc(C4CCCNC4)cc3)nc12. Cell line: UWB1289BRCA1. Synergy scores: synergy=-20.8. (2) Drug 1: CN1C(=O)C=CC2(C)C3CCC4(C)C(NC(=O)OCC(F)(F)F)CCC4C3CCC12. Drug 2: CC(C)CC(NC(=O)C(Cc1ccccc1)NC(=O)c1cnccn1)B(O)O. Cell line: MSTO. Synergy scores: synergy=103.